From a dataset of Reaction yield outcomes from USPTO patents with 853,638 reactions. Predict the reaction yield, written as a fraction of the theoretical maximum amount of product (1.0 means a 100% yield; for example, 0.34 means a 34% yield). The reactants are [CH3:1][C:2]1[N:11]=[C:10]([N:12]2[CH2:18][C:17]3[CH:19]=[C:20]([C:23]4[CH:29]=[CH:28][C:26]([NH2:27])=[C:25]([N+:30]([O-])=O)[CH:24]=4)[CH:21]=[CH:22][C:16]=3[O:15][CH2:14][CH2:13]2)[C:9]2[C:4](=[CH:5][CH:6]=[CH:7][CH:8]=2)[N:3]=1.[H][H]. The catalyst is C1COCC1.[Pd]. The product is [CH3:1][C:2]1[N:11]=[C:10]([N:12]2[CH2:18][C:17]3[CH:19]=[C:20]([C:23]4[CH:24]=[C:25]([NH2:30])[C:26]([NH2:27])=[CH:28][CH:29]=4)[CH:21]=[CH:22][C:16]=3[O:15][CH2:14][CH2:13]2)[C:9]2[C:4](=[CH:5][CH:6]=[CH:7][CH:8]=2)[N:3]=1. The yield is 0.940.